Dataset: Catalyst prediction with 721,799 reactions and 888 catalyst types from USPTO. Task: Predict which catalyst facilitates the given reaction. The catalyst class is: 370. Product: [CH3:1][O:2][C:3](=[O:20])[CH:4]([CH2:9][C:10]1[CH:11]=[C:12]2[C:16](=[C:17]([CH3:19])[CH:18]=1)[NH:15][N:14]=[CH:13]2)[CH2:5][C:6]([OH:8])=[O:7]. Reactant: [CH3:1][O:2][C:3](=[O:20])[C:4](=[CH:9][C:10]1[CH:11]=[C:12]2[C:16](=[C:17]([CH3:19])[CH:18]=1)[NH:15][N:14]=[CH:13]2)[CH2:5][C:6]([OH:8])=[O:7].C.